From a dataset of Full USPTO retrosynthesis dataset with 1.9M reactions from patents (1976-2016). Predict the reactants needed to synthesize the given product. Given the product [O:23]=[C:22]1[N:8]([C:9]2[CH:10]=[CH:11][CH:12]=[CH:13][CH:14]=2)[C:3]2[N:4]=[CH:5][CH:6]=[CH:7][C:2]=2[N:1]=[C:16]1[C:17]([O:19][CH2:20][CH3:21])=[O:18], predict the reactants needed to synthesize it. The reactants are: [NH2:1][C:2]1[C:3]([NH:8][C:9]2[CH:14]=[CH:13][CH:12]=[CH:11][CH:10]=2)=[N:4][CH:5]=[CH:6][CH:7]=1.O=[C:16]([C:22](OCC)=[O:23])[C:17]([O:19][CH2:20][CH3:21])=[O:18].